This data is from Forward reaction prediction with 1.9M reactions from USPTO patents (1976-2016). The task is: Predict the product of the given reaction. (1) Given the reactants Br[C:2]1[CH:3]=[C:4]([CH:21]=[CH:22][CH:23]=1)[CH2:5][N:6]([CH2:17][CH:18]([CH3:20])[CH3:19])[S:7]([C:10]1[CH:15]=[CH:14][CH:13]=[CH:12][C:11]=1[Cl:16])(=[O:9])=[O:8].[CH3:24][S:25]([C:28]1[CH:29]=[C:30](B(O)O)[CH:31]=[CH:32][CH:33]=1)(=[O:27])=[O:26].C([O-])([O-])=O.[Na+].[Na+], predict the reaction product. The product is: [Cl:16][C:11]1[CH:12]=[CH:13][CH:14]=[CH:15][C:10]=1[S:7]([N:6]([CH2:17][CH:18]([CH3:20])[CH3:19])[CH2:5][C:4]1[CH:3]=[C:2]([C:32]2[CH:31]=[CH:30][CH:29]=[C:28]([S:25]([CH3:24])(=[O:27])=[O:26])[CH:33]=2)[CH:23]=[CH:22][CH:21]=1)(=[O:9])=[O:8]. (2) Given the reactants [F:1][C:2]1[N:10]=[C:9]2[C:5]([N:6]=[C:7]([CH2:11][C:12]3[C:20]([I:21])=[CH:19][C:15]4[O:16][CH2:17][O:18][C:14]=4[CH:13]=3)[NH:8]2)=[C:4]([NH2:22])[N:3]=1.Br[CH2:24][CH2:25][CH2:26][NH:27][C:28](=[O:34])[O:29][C:30]([CH3:33])([CH3:32])[CH3:31].C([O-])([O-])=O.[Cs+].[Cs+], predict the reaction product. The product is: [NH2:22][C:4]1[N:3]=[C:2]([F:1])[N:10]=[C:9]2[C:5]=1[N:6]=[C:7]([CH2:11][C:12]1[C:20]([I:21])=[CH:19][C:15]3[O:16][CH2:17][O:18][C:14]=3[CH:13]=1)[N:8]2[CH2:24][CH2:25][CH2:26][NH:27][C:28](=[O:34])[O:29][C:30]([CH3:33])([CH3:32])[CH3:31].